This data is from Forward reaction prediction with 1.9M reactions from USPTO patents (1976-2016). The task is: Predict the product of the given reaction. (1) Given the reactants N[C:2]1[CH:3]=[CH:4][C:5]([CH3:10])=[C:6]([O:8][CH3:9])[CH:7]=1.OS(O)(=O)=O.N([O-])=O.[Na+].NC(N)=O.[I-:24].[K+], predict the reaction product. The product is: [I:24][C:2]1[CH:3]=[CH:4][C:5]([CH3:10])=[C:6]([O:8][CH3:9])[CH:7]=1. (2) Given the reactants C(N(CC)CC)C.[CH3:8][C@:9]12[C:15]([CH3:17])([CH3:16])[C@H:12]([CH2:13][CH2:14]1)[CH:11]([C:18](Cl)=[O:19])[C:10]2=O.C(O[C:27]([NH:29][N:30]([C:32]1[CH:37]=[C:36]([Cl:38])[CH:35]=[CH:34][C:33]=1[Cl:39])C)=O)(C)(C)C.Cl.O1CCOCC1, predict the reaction product. The product is: [Cl:39][C:33]1[CH:34]=[CH:35][C:36]([Cl:38])=[CH:37][C:32]=1[N:30]1[C:18](=[O:19])[C:11]2[C@@H:12]3[C:15]([CH3:17])([CH3:16])[C@@:9]([CH3:8])([CH2:14][CH2:13]3)[C:10]=2[N:29]1[CH3:27]. (3) Given the reactants [C:1]1([OH:11])[C:10]2[C:5](=[CH:6][CH:7]=[CH:8][CH:9]=2)[CH:4]=[CH:3][CH:2]=1.[OH-].[Na+].[CH2:14]([CH:16]1[O:18][CH2:17]1)Cl.C(O)C, predict the reaction product. The product is: [O:18]1[CH:16]([CH2:14][O:11][C:1]2[C:10]3[C:5](=[CH:6][CH:7]=[CH:8][CH:9]=3)[CH:4]=[CH:3][CH:2]=2)[CH2:17]1. (4) Given the reactants [CH2:1]([OH:9])[CH:2]=[CH:3][CH2:4][CH2:5][CH2:6][CH2:7][CH3:8].[CH3:10]OCCOC.[Zn](CC)CC.C(I)I.[NH4+].[Cl-], predict the reaction product. The product is: [CH2:4]([C@H:3]1[CH2:10][C@H:2]1[CH2:1][OH:9])[CH2:5][CH2:6][CH2:7][CH3:8]. (5) Given the reactants Br[CH:2]=[C:3]([C:10]1[CH:15]=[CH:14][N:13]=[CH:12][CH:11]=1)[C:4]1[CH:9]=[CH:8][CH:7]=[CH:6][CH:5]=1.P([O-])([O-])([O-])=O.[K+].[K+].[K+].N1CCC[C@H]1C(O)=O.[CH3:32][N:33]1[CH2:46][CH2:45][C:36]2[NH:37][C:38]3[CH:39]=[CH:40][C:41]([CH3:44])=[CH:42][C:43]=3[C:35]=2[CH2:34]1, predict the reaction product. The product is: [CH3:32][N:33]1[CH2:46][CH2:45][C:36]2[N:37](/[CH:2]=[C:3](\[C:4]3[CH:9]=[CH:8][CH:7]=[CH:6][CH:5]=3)/[C:10]3[CH:15]=[CH:14][N:13]=[CH:12][CH:11]=3)[C:38]3[CH:39]=[CH:40][C:41]([CH3:44])=[CH:42][C:43]=3[C:35]=2[CH2:34]1.